Dataset: Forward reaction prediction with 1.9M reactions from USPTO patents (1976-2016). Task: Predict the product of the given reaction. (1) Given the reactants [NH:1]1[CH2:5][CH2:4][CH:3]([C:6]2[NH:7][C:8](=[O:17])[C:9]3[C:14]([CH:15]=2)=[C:13]([CH3:16])[CH:12]=[CH:11][CH:10]=3)[CH2:2]1.Br[CH:19]([OH:21])[CH3:20].C(=O)([O-])O.[Na+].C(C(C)=O)C, predict the reaction product. The product is: [OH:21][CH2:19][CH2:20][N:1]1[CH2:5][CH2:4][CH:3]([C:6]2[NH:7][C:8](=[O:17])[C:9]3[C:14]([CH:15]=2)=[C:13]([CH3:16])[CH:12]=[CH:11][CH:10]=3)[CH2:2]1. (2) Given the reactants [I:1][C:2]1[CH:7]=[C:6]([N+:8]([O-])=O)[C:5]([N+:11]([O-])=O)=[CH:4][C:3]=1[I:14].Cl.C(N(CC(O)=O)CC(O)=O)CN(CC(O)=O)CC(O)=O.[OH-].[K+], predict the reaction product. The product is: [NH2:8][C:6]1[CH:7]=[C:2]([I:1])[C:3]([I:14])=[CH:4][C:5]=1[NH2:11].